From a dataset of Full USPTO retrosynthesis dataset with 1.9M reactions from patents (1976-2016). Predict the reactants needed to synthesize the given product. (1) Given the product [CH3:1][C:2]1([CH3:12])[O:6][C@H:5]([CH2:7][OH:8])[C@@H:4]([CH3:11])[O:3]1, predict the reactants needed to synthesize it. The reactants are: [CH3:1][C:2]1([CH3:12])[O:6][C@H:5]([C:7](OC)=[O:8])[C@@H:4]([CH3:11])[O:3]1.[H-].[H-].[H-].[H-].[Li+].[Al+3].C1COCC1.CCOC(C)=O.O. (2) Given the product [CH3:30][O:29][CH2:28][CH2:27][O:26][C:22]1[CH:21]=[C:20]([C:18]2[N:3]3[N:4]=[CH:5][C:6]([C:7]([C:9]4[S:10][CH:11]=[CH:12][CH:13]=4)=[O:8])=[C:2]3[N:1]=[CH:16][CH:17]=2)[CH:25]=[CH:24][CH:23]=1, predict the reactants needed to synthesize it. The reactants are: [NH2:1][C:2]1[C:6]([C:7]([C:9]2[S:10][CH:11]=[CH:12][CH:13]=2)=[O:8])=[CH:5][NH:4][N:3]=1.CN(C)[CH:16]=[CH:17][C:18]([C:20]1[CH:25]=[CH:24][CH:23]=[C:22]([O:26][CH2:27][CH2:28][O:29][CH3:30])[CH:21]=1)=O. (3) The reactants are: [F:1][C:2]1[CH:3]=[C:4]([CH:29]=[C:30]([N:32]2[CH2:37][CH2:36][O:35][CH2:34][CH2:33]2)[CH:31]=1)[C:5]([NH:7][C:8]1[C:17]2[C:12](=[CH:13][CH:14]=[CH:15][CH:16]=2)[C:11]([O:18][C:19]2[CH:24]=[CH:23][N:22]=[C:21](S(C)(=O)=O)[N:20]=2)=[CH:10][CH:9]=1)=[O:6].[C:38]([O:42][C:43](=[O:51])[NH:44][CH:45]1[CH2:50][CH2:49][NH:48][CH2:47][CH2:46]1)([CH3:41])([CH3:40])[CH3:39]. Given the product [C:38]([O:42][C:43](=[O:51])[NH:44][CH:45]1[CH2:50][CH2:49][N:48]([C:21]2[N:20]=[C:19]([O:18][C:11]3[C:12]4[C:17](=[CH:16][CH:15]=[CH:14][CH:13]=4)[C:8]([NH:7][C:5](=[O:6])[C:4]4[CH:29]=[C:30]([N:32]5[CH2:37][CH2:36][O:35][CH2:34][CH2:33]5)[CH:31]=[C:2]([F:1])[CH:3]=4)=[CH:9][CH:10]=3)[CH:24]=[CH:23][N:22]=2)[CH2:47][CH2:46]1)([CH3:41])([CH3:39])[CH3:40], predict the reactants needed to synthesize it. (4) Given the product [CH3:7][O:8][CH2:9][CH2:10][C:11]1[N:12]([CH2:24][CH2:25][O:26][CH2:3][C:2]#[CH:1])[C:13]2[C:22]3[CH:21]=[CH:20][CH:19]=[CH:18][C:17]=3[N:16]=[CH:15][C:14]=2[N:23]=1, predict the reactants needed to synthesize it. The reactants are: [CH2:1](Br)[C:2]#[CH:3].[OH-].[Na+].[CH3:7][O:8][CH2:9][CH2:10][C:11]1[N:12]([CH2:24][CH2:25][OH:26])[C:13]2[C:22]3[CH:21]=[CH:20][CH:19]=[CH:18][C:17]=3[N:16]=[CH:15][C:14]=2[N:23]=1.C(Cl)(Cl)Cl.CO.